This data is from Reaction yield outcomes from USPTO patents with 853,638 reactions. The task is: Predict the reaction yield, written as a fraction of the theoretical maximum amount of product (1.0 means a 100% yield; for example, 0.34 means a 34% yield). (1) The reactants are C[Si]([Br:5])(C)C.[Cl:6][C:7]1[C:8]([C:15]2[S:16][C:17]3[C:18](Cl)=[N:19][CH:20]=[C:21]([F:24])[C:22]=3[N:23]=2)=[C:9]([CH:12]=[CH:13][CH:14]=1)[C:10]#[N:11].C(=O)(O)[O-].[Na+]. The catalyst is C(#N)CC. The product is [Br:5][C:18]1[C:17]2[S:16][C:15]([C:8]3[C:7]([Cl:6])=[CH:14][CH:13]=[CH:12][C:9]=3[C:10]#[N:11])=[N:23][C:22]=2[C:21]([F:24])=[CH:20][N:19]=1. The yield is 1.00. (2) The reactants are [ClH:1].O1CCOCC1.C(OC([N:15]1[CH2:20][CH2:19][C:18]([NH:31]C(OC(C)(C)C)=O)([CH2:21][O:22][CH2:23][C:24]2[CH:29]=[CH:28][C:27]([Cl:30])=[CH:26][CH:25]=2)[CH2:17][CH2:16]1)=O)(C)(C)C. The catalyst is CO. The product is [ClH:30].[ClH:1].[Cl:30][C:27]1[CH:26]=[CH:25][C:24]([CH2:23][O:22][CH2:21][C:18]2([NH2:31])[CH2:19][CH2:20][NH:15][CH2:16][CH2:17]2)=[CH:29][CH:28]=1. The yield is 1.00.